From a dataset of Experimentally validated miRNA-target interactions with 360,000+ pairs, plus equal number of negative samples. Binary Classification. Given a miRNA mature sequence and a target amino acid sequence, predict their likelihood of interaction. (1) The miRNA is hsa-miR-331-3p with sequence GCCCCUGGGCCUAUCCUAGAA. The protein sequence of the target gene is MSSTLGKLSNQVEETLPLLKKVPANYFHICSAILMGFSLSKSATQVSAIHMDSKVDDHLIRGTEKSRLEPATQLFQNTKKIRLEDTNQENFTRIEGTGTGSLSGKALGSVVYVKESDGLEMTDVE. Result: 1 (interaction). (2) The miRNA is mmu-miR-466i-3p with sequence AUACACACACACAUACACACUA. The protein sequence of the target gene is MAMARSRRDSVWKYCWGLLMVLCRTAISRSIVLEPIYWNSSNSKFLPGQGLVLYPQIGDKLDIICPKVDSKTVGQYEYYKVYMVDKDQADRCTIKKENTPLLNCARPDQDVKFTIKFQEFSPNLWGLEFQKNKDYYIISTSNGSLEGLDNQEGGVCQTRAMKILMKVGQDASSAGSARNHGPTRRPELEAGTNGRSSTTSPFVKPNPGSSTDGNSAGHSGNNLLGSEVALFAGIASGCIIFIVIIITLVVLLLKYRRRHRKHSPQHTTTLSLSTLATPKRGGNNNGSEPSDVIIPLRTAD.... Result: 1 (interaction). (3) The miRNA is bta-miR-155 with sequence UUAAUGCUAAUCGUGAUAGGGGU. The protein sequence of the target gene is MKRRLDDQESPVYAAQQRRIPGSTEAFPHQHRVLAPAPPVYEAVSETMQSATGIQYSVTPSYQVSAMPQSSGSHGPAIAAVHSSHHHPTAVQPHGGQVVQSHAHPAPPVAPVQGQQQFQRLKVEDALSYLDQVKLQFGSQPQVYNDFLDIMKEFKSQSIDTPGVISRVSQLFKGHPDLIMGFNTFLPPGYKIEVQTNDMVNVTTPGQVHQIPTHGIQPQPQPPPQHPSQPSAQSAPAPAQPAPQPPPAKVSKPSQLQAHTPASQQTPPLPPYASPRSPPVQPHTPVTISLGTAPSLQNNQ.... Result: 0 (no interaction). (4) The miRNA is ebv-miR-BART2-5p with sequence UAUUUUCUGCAUUCGCCCUUGC. The protein sequence of the target gene is MNMPQSLGTQPLPPEPPSLGTPIEGSGAIAPTEHCWPVRPTLRNELDTFSVHFYIFFGPSVALPPERPAVFALRLLPVLDSGGVLSLELQLNASSLRQENVTVFGCLTHEVPLSLGDAAVTCSKESLAGFLLSVSATSRVARLRIPFPQTGTWFLTLRSLCGVGPRFVRCRNATAEVRLRTFLSPCVDDCGPYGQCKLLRTHNYLYAACECKAGWRGWGCTDSADALTYGFQLLSTLLLCLSNLMFLPPVVLAIRSRYVLEAAVYTFTMFFSTFYHACDQPGIVVFCIMDYDVLQFCDFL.... Result: 0 (no interaction). (5) The miRNA is hsa-miR-3153 with sequence GGGGAAAGCGAGUAGGGACAUUU. The protein sequence of the target gene is MGTDSRAAKALLARARTLHLQTGNLLNWGRLRKKCPSTHSEELHDCIQKTLNEWSSQINPDLVREFPDVLECTVSHAVEKINPDEREEMKVSAKLFIVESNSSSSTRSAVDMACSVLGVAQLDSVIIASPPIEDGVNLSLEHLQPYWEELENLVQSKKIVAIGTSDLDKTQLEQLYQWAQVKPNSNQVNLASCCVMPPDLTAFAKQFDIQLLTHNDPKELLSEASFQEALQESIPDIQAHEWVPLWLLRYSVIVKSRGIIKSKGYILQAKRRGS. Result: 0 (no interaction). (6) Result: 0 (no interaction). The protein sequence of the target gene is MAEASSANLGSGCEEKRHEGSSSESVPPGTTISRVKLLDTMVDTFLQKLVAAGSYQRFTDCYKCFYQLQPAMTQQIYDKFIAQLQTSIREEISDIKEEGNLEAVLNALDKIVEEGKVRKEPAWRPSGIPEKDLHSVMAPYFLQQRDTLRRHVQKQEAENQQLADAVLAGRRQVEELQLQVQAQQQAWQALHREQRELVAVLREPE. The miRNA is rno-miR-125a-3p with sequence ACAGGUGAGGUUCUUGGGAGCC. (7) Result: 0 (no interaction). The miRNA is hsa-miR-3620-3p with sequence UCACCCUGCAUCCCGCACCCAG. The protein sequence of the target gene is MASKANMVRQRFSRLSQRMSAFQINLNPLKEPLGFIKILEWFASIFAFATCGGFKGKTEIQVNCPKVGVNKNQTVTATFGYPFRLNQASFHTPPNVSVCDVNWEKHVLIGDYSSSAQFYVTFAVFVFLYCIAALLLYVGYTNLYRDSRKLPMIDFIVTLVATFLWLVSSSAWAKALTDIKVATGHRIVEELEICNPESGVSCYFVSVTSMGSLNVSVIFGFLNMILWGGNAWFVYKETSLHSPSNTSASHSQGGGPPTSGM. (8) The miRNA is hsa-miR-4768-3p with sequence CCAGGAGAUCCAGAGAGAAU. The protein sequence of the target gene is MAAAALPPRPLLLLPLVLLLSGRPTRADSKVFGDLDQVRMTSEGSDCRCKCIMRPLSKDACSRVRSGRARVEDFYTVETVSSGTDCRCSCTAPPSSLNPCENEWKMEKLKKQAPELLKLQSMVDLLEGTLYSMDLMKVHAYVHKVASQMNTLEESIKANLSRENEVVKDSVRHLSEQLRHYENHSAIMLGIKKELSRLGLQLLQKDAAAAPATPATGTGSKAQDTARGKGKDISKYGSVQKSFADRGLPKPPKEKLLQVEKLRKESGKGSFLQPTAKPRALAQQQAVIRGFTYYKAGKQE.... Result: 1 (interaction). (9) The miRNA is hsa-miR-92a-3p with sequence UAUUGCACUUGUCCCGGCCUGU. The protein sequence of the target gene is MASATAAAARRGLGRALPLFWRGYQTERGVYGYRPRKPESREPQGALERPPVDHGLARLVTVYCEHGHKAAKINPLFTGQALLENVPEIQALVQTLQGPFHTAGLLNMGKEEASLEEVLVYLNQIYCGQISIETSQLQSQDEKDWFAKRFEELQKETFTTEERKHLSKLMLESQEFDHFLATKFSTVKRYGGEGAESMMGFFHELLKMSAYSGITDVIIGMPHRGRLNLLTGLLQFPPELMFRKMRGLSEFPENFSATGDVLSHLTSSVDLYFGAHHPLHVTMLPNPSHLEAVNPVAVGK.... Result: 1 (interaction). (10) The miRNA is hsa-miR-4467 with sequence UGGCGGCGGUAGUUAUGGGCUU. The protein sequence of the target gene is MFCSEKKLREVERIVKANDREYNEKFQYADNRIHTSKYNILTFLPINLFEQFQRVANAYFLCLLILQLIPEISSLTWFTTIVPLVLVITMTAVKDATDDYFRHKSDNQVNNRQSEVLINSKLQNEKWMNVKVGDIIKLENNQFVAADLLLLSSSEPHGLCYVETAELDGETNLKVRHALSVTSELGADISRLAGFDGIVVCEVPNNKLDKFMGILSWKDSKHSLNNEKIILRGCILRNTSWCFGMVIFAGPDTKLMQNSGKTKFKRTSIDRLMNTLVLWIFGFLICLGIILAIGNSIWES.... Result: 0 (no interaction).